Dataset: Catalyst prediction with 721,799 reactions and 888 catalyst types from USPTO. Task: Predict which catalyst facilitates the given reaction. (1) Reactant: [Cl:1]CC([NH:5][C:6]12[CH2:15][C:10]3([CH3:16])[CH2:11][CH:12]([CH2:14][C:8]([CH3:17])([CH2:9]3)[CH2:7]1)[CH2:13]2)=O.NC(N)=S.O.Cl. Product: [CH3:17][C:8]12[CH2:7][C:6]3([NH2:5])[CH2:13][CH:12]([CH2:11][C:10]([CH3:16])([CH2:15]3)[CH2:9]1)[CH2:14]2.[ClH:1]. The catalyst class is: 15. (2) Reactant: [CH:1]1[N:5]=[CH:4][N:3]([C:6]([N:8]2[CH:12]=[N:11][CH:10]=[CH:9]2)=[O:7])[CH:2]=1.NC1[S:15][C:16]2C=C[CH:20]=[CH:19][C:17]=2N=1. Product: [S:15]1[C:16]2[CH:17]=[CH:19][CH:20]=[CH:9][C:10]=2[N:11]=[C:12]1[NH:8][C:6]([N:3]1[CH:2]=[CH:1][N:5]=[CH:4]1)=[O:7]. The catalyst class is: 10. (3) Reactant: [OH:1][C:2]1[CH:3]=[C:4]2[C:8](=[CH:9][CH:10]=1)[C:7](=[O:11])[CH2:6][CH2:5]2.[F:12][C:13]([F:31])([F:30])[C:14]1[CH:29]=[CH:28][C:17]([CH2:18][O:19][C:20]2[CH:25]=[CH:24][C:23]([CH2:26]Cl)=[CH:22][CH:21]=2)=[CH:16][CH:15]=1.[C:32]([O-:35])([O-])=[O:33].[Cs+].[Cs+].[CH3:38]COCC. Product: [F:12][C:13]([F:31])([F:30])[C:14]1[CH:29]=[CH:28][C:17]([CH2:18][O:19][C:20]2[CH:25]=[CH:24][C:23]([CH2:26][O:1][C:2]3[CH:3]=[C:4]4[C:8](=[CH:9][CH:10]=3)[CH:7]([CH2:38][C:32]([OH:35])=[O:33])[CH2:6][CH2:5]4)=[CH:22][CH:21]=2)=[CH:16][CH:15]=1.[F:12][C:13]([F:30])([F:31])[C:14]1[CH:29]=[CH:28][C:17]([CH2:18][O:19][C:20]2[CH:25]=[CH:24][C:23]([CH2:26][O:1][C:2]3[CH:3]=[C:4]4[C:8](=[CH:9][CH:10]=3)[C:7](=[O:11])[CH2:6][CH2:5]4)=[CH:22][CH:21]=2)=[CH:16][CH:15]=1. The catalyst class is: 47. (4) Reactant: C1(S[C:8]2[S:9][C:10]([CH2:13][N:14]3[C:19](=[N:20][N+:21]([O-:23])=[O:22])[N:18]([CH3:24])[CH2:17][O:16][CH2:15]3)=[CH:11][N:12]=2)C=CC=CC=1.[ClH:25].ClCl. Product: [Cl:25][C:8]1[S:9][C:10]([CH2:13][N:14]2[C:19](=[N:20][N+:21]([O-:23])=[O:22])[N:18]([CH3:24])[CH2:17][O:16][CH2:15]2)=[CH:11][N:12]=1. The catalyst class is: 159. (5) Product: [OH:19][C@H:20]([CH2:21][NH:5][C:6]1[CH:7]=[CH:8][C:9]([N:12]2[CH2:17][CH2:16][O:15][CH2:14][C:13]2=[O:18])=[CH:10][CH:11]=1)[CH2:22][N:23]1[C:24](=[O:33])[C:25]2[C:30](=[CH:29][CH:28]=[CH:27][CH:26]=2)[C:31]1=[O:32]. Reactant: C(O)(C)C.[NH2:5][C:6]1[CH:11]=[CH:10][C:9]([N:12]2[CH2:17][CH2:16][O:15][CH2:14][C:13]2=[O:18])=[CH:8][CH:7]=1.[O:19]1[CH2:21][C@@H:20]1[CH2:22][N:23]1[C:31](=[O:32])[C:30]2[C:25](=[CH:26][CH:27]=[CH:28][CH:29]=2)[C:24]1=[O:33]. The catalyst class is: 6.